From a dataset of Forward reaction prediction with 1.9M reactions from USPTO patents (1976-2016). Predict the product of the given reaction. Given the reactants [CH3:1][C@:2]1([NH:17]C(=O)OCC2C=CC=CC=2)[CH2:7][CH2:6][CH2:5][N:4]([C:8]2[CH:13]=[CH:12][C:11]([N+:14]([O-:16])=[O:15])=[CH:10][CH:9]=2)[CH2:3]1.I[Si](C)(C)C.Cl, predict the reaction product. The product is: [CH3:1][C@:2]1([NH2:17])[CH2:7][CH2:6][CH2:5][N:4]([C:8]2[CH:13]=[CH:12][C:11]([N+:14]([O-:16])=[O:15])=[CH:10][CH:9]=2)[CH2:3]1.